Dataset: Forward reaction prediction with 1.9M reactions from USPTO patents (1976-2016). Task: Predict the product of the given reaction. (1) Given the reactants [NH3:1].[CH2:2]([O:4][C:5]([C:7]1[C:8]2[S:16][CH:15]=[C:14]([CH2:17][O:18][C:19]3[CH:24]=[CH:23][CH:22]=[C:21]([O:25][CH2:26][C:27]4[CH:32]=[CH:31][CH:30]=[C:29]([O:33][CH3:34])[CH:28]=4)[CH:20]=3)[C:9]=2[C:10](Cl)=[N:11][CH:12]=1)=[O:6])[CH3:3], predict the reaction product. The product is: [CH2:2]([O:4][C:5]([C:7]1[C:8]2[S:16][CH:15]=[C:14]([CH2:17][O:18][C:19]3[CH:24]=[CH:23][CH:22]=[C:21]([O:25][CH2:26][C:27]4[CH:32]=[CH:31][CH:30]=[C:29]([O:33][CH3:34])[CH:28]=4)[CH:20]=3)[C:9]=2[C:10]([NH2:1])=[N:11][CH:12]=1)=[O:6])[CH3:3]. (2) Given the reactants O=[C:2]1[CH2:7][CH2:6][N:5]([C:8]([O:10][C:11]([CH3:14])([CH3:13])[CH3:12])=[O:9])[CH2:4][CH2:3]1.[CH2:15]([O:22][C:23]([NH:25][NH2:26])=[O:24])[C:16]1[CH:21]=[CH:20][CH:19]=[CH:18][CH:17]=1.C(Cl)Cl.C(O[BH-](OC(=O)C)OC(=O)C)(=O)C.[Na+], predict the reaction product. The product is: [CH2:15]([O:22][C:23]([NH:25][NH:26][CH:2]1[CH2:7][CH2:6][N:5]([C:8]([O:10][C:11]([CH3:14])([CH3:13])[CH3:12])=[O:9])[CH2:4][CH2:3]1)=[O:24])[C:16]1[CH:21]=[CH:20][CH:19]=[CH:18][CH:17]=1. (3) Given the reactants [CH3:1][O:2][C:3](=[O:15])[C:4]1[CH:9]=[CH:8][C:7]([CH3:10])=[C:6]([C:11]([F:14])([F:13])[F:12])[CH:5]=1.[Br:16]N1C(=O)CCC1=O, predict the reaction product. The product is: [CH3:1][O:2][C:3](=[O:15])[C:4]1[CH:9]=[CH:8][C:7]([CH2:10][Br:16])=[C:6]([C:11]([F:12])([F:14])[F:13])[CH:5]=1. (4) Given the reactants [F:1][CH:2]([F:8])[CH2:3][NH:4][CH2:5][CH:6]=[CH2:7].C(N(CC)C(C)C)(C)C.[Cl:18][C:19]1[CH:24]=[CH:23][C:22]([CH2:25]Cl)=[CH:21][N:20]=1, predict the reaction product. The product is: [Cl:18][C:19]1[N:20]=[CH:21][C:22]([CH2:25][N:4]([CH2:3][CH:2]([F:8])[F:1])[CH2:5][CH:6]=[CH2:7])=[CH:23][CH:24]=1. (5) Given the reactants [Cl:1][C:2]1[CH:7]=[CH:6][C:5]([N:8]2[C:13](=[O:14])[C:12]3[CH:15]=[N:16][N:17]([C:18]4[CH:23]=[CH:22][CH:21]=[CH:20][CH:19]=4)[C:11]=3[N:10]=[C:9]2[C:24]2[CH:29]=[CH:28][C:27]([C:30](=O)[CH:31]=[CH:32][N:33](C)C)=[CH:26][CH:25]=2)=[CH:4][CH:3]=1.O.[NH2:38]N.Cl, predict the reaction product. The product is: [Cl:1][C:2]1[CH:7]=[CH:6][C:5]([N:8]2[C:13](=[O:14])[C:12]3[CH:15]=[N:16][N:17]([C:18]4[CH:19]=[CH:20][CH:21]=[CH:22][CH:23]=4)[C:11]=3[N:10]=[C:9]2[C:24]2[CH:29]=[CH:28][C:27]([C:30]3[NH:38][N:33]=[CH:32][CH:31]=3)=[CH:26][CH:25]=2)=[CH:4][CH:3]=1. (6) Given the reactants [Cl:1][C:2]1[C:3]([N:17]2[CH2:22][C@H:21]([CH3:23])[O:20][C@H:19]([CH3:24])[CH2:18]2)=[C:4]([CH:9]=[C:10]([C:13](=[N:15][OH:16])[CH3:14])[C:11]=1F)[C:5]([O:7]C)=[O:6].C([O-])([O-])=O.[Cs+].[Cs+], predict the reaction product. The product is: [Cl:1][C:2]1[C:11]2[O:16][N:15]=[C:13]([CH3:14])[C:10]=2[CH:9]=[C:4]([C:5]([OH:7])=[O:6])[C:3]=1[N:17]1[CH2:22][C@H:21]([CH3:23])[O:20][C@H:19]([CH3:24])[CH2:18]1.